From a dataset of Catalyst prediction with 721,799 reactions and 888 catalyst types from USPTO. Predict which catalyst facilitates the given reaction. (1) Reactant: [O:1]1[CH:5]=[CH:4][C:3]([CH2:6][NH:7][CH2:8][C:9]2[CH:14]=[CH:13][C:12]([O:15][CH3:16])=[CH:11][CH:10]=2)=[CH:2]1.Cl[S:18]([C:21]1[CH:30]=[CH:29][C:24]([C:25]([O:27][CH3:28])=[O:26])=[CH:23][CH:22]=1)(=[O:20])=[O:19].C(N(CC)CC)C. Product: [O:1]1[CH:5]=[CH:4][C:3]([CH2:6][N:7]([CH2:8][C:9]2[CH:10]=[CH:11][C:12]([O:15][CH3:16])=[CH:13][CH:14]=2)[S:18]([C:21]2[CH:22]=[CH:23][C:24]([C:25]([O:27][CH3:28])=[O:26])=[CH:29][CH:30]=2)(=[O:20])=[O:19])=[CH:2]1. The catalyst class is: 2. (2) Reactant: [CH3:1][C:2]1[CH:3]=[CH:4][C:5]([S:9][C:10]2[CH:11]=[CH:12][CH:13]=[CH:14][C:15]=2[N:16]2[CH2:21][CH2:20][NH:19][CH2:18][CH2:17]2)=[C:6]([CH3:8])[CH:7]=1.[OH:22][C:23]1[C:32]2[C:27](=[CH:28][CH:29]=[CH:30][CH:31]=2)[CH:26]=[CH:25][C:24]=1[C:33]([OH:35])=[O:34]. Product: [CH3:1][C:2]1[CH:3]=[CH:4][C:5]([S:9][C:10]2[CH:11]=[CH:12][CH:13]=[CH:14][C:15]=2[N:16]2[CH2:17][CH2:18][NH:19][CH2:20][CH2:21]2)=[C:6]([CH3:8])[CH:7]=1.[OH:22][C:23]1[C:32]2[C:27](=[CH:28][CH:29]=[CH:30][CH:31]=2)[CH:26]=[CH:25][C:24]=1[C:33]([O-:35])=[O:34]. The catalyst class is: 194. (3) Reactant: C[Al](C)C.C(N(C(C)C)CC)(C)C.[C:14](Br)(=[O:16])[CH3:15].[CH3:18][O:19][CH:20]([CH2:24][CH2:25][CH2:26][CH2:27][CH2:28][CH2:29][CH2:30][CH2:31][CH3:32])[CH2:21][CH:22]=[O:23].Cl. Product: [CH3:18][O:19][CH:20]([CH2:24][CH2:25][CH2:26][CH2:27][CH2:28][CH2:29][CH2:30][CH2:31][CH3:32])[CH2:21][C@H:22]1[O:23][C:14](=[O:16])[CH2:15]1. The catalyst class is: 2. (4) Reactant: C([N-]C(C)C)(C)C.[Li+].[Cl:9][C:10]1[CH:15]=[C:14]([Cl:16])[CH:13]=[CH:12][N:11]=1.[C:17](=[O:19])=[O:18]. Product: [Cl:9][C:10]1[N:11]=[CH:12][CH:13]=[C:14]([Cl:16])[C:15]=1[C:17]([OH:19])=[O:18]. The catalyst class is: 1. (5) Product: [F:11][C:8]1[CH:9]=[CH:10][C:5]([CH:3]([OH:4])[CH:2]([NH:1][C:33]([C:31]2[CH:30]=[CH:29][CH:28]=[C:27]3[C:32]=2[N:23]=[CH:24][CH:25]=[CH:26]3)=[O:34])[CH2:12][C:13]2[CH:18]=[CH:17][C:16]([C:19]([F:22])([F:20])[F:21])=[CH:15][CH:14]=2)=[CH:6][CH:7]=1. Reactant: [NH2:1][CH:2]([CH2:12][C:13]1[CH:18]=[CH:17][C:16]([C:19]([F:22])([F:21])[F:20])=[CH:15][CH:14]=1)[CH:3]([C:5]1[CH:10]=[CH:9][C:8]([F:11])=[CH:7][CH:6]=1)[OH:4].[N:23]1[C:32]2[C:27](=[CH:28][CH:29]=[CH:30][C:31]=2[C:33](O)=[O:34])[CH:26]=[CH:25][CH:24]=1.Cl.C(N=C=NCCCN(C)C)C.ON1C2C=CC=CC=2N=N1. The catalyst class is: 47. (6) Reactant: [CH3:1][CH:2]([CH3:6])[CH2:3][CH:4]=O.[NH2:7][N:8]1[CH2:12][CH2:11][CH2:10][CH:9]1[C:13]([O:15][CH3:16])=[O:14]. Product: [CH3:16][O:15][C:13]([CH:9]1[CH2:10][CH2:11][CH2:12][N:8]1[N:7]=[CH:4][CH2:3][CH:2]([CH3:6])[CH3:1])=[O:14]. The catalyst class is: 24. (7) Reactant: [Cl:1][C:2]1[CH:3]=[C:4]2[C:9](=[CH:10][C:11]=1[C:12]([OH:14])=O)[N:8]=[CH:7][N:6]=[C:5]2[NH:15][CH:16]([C:18]1[NH:22][C:21]2[CH:23]=[CH:24][C:25]([Cl:27])=[CH:26][C:20]=2[N:19]=1)[CH3:17].FC1C(OC(N(C)C)=[N+](C)C)=C(F)C(F)=C(F)C=1F.F[P-](F)(F)(F)(F)F.C(N(C(C)C)CC)(C)C.[CH2:63]([N:65]([CH2:74][CH3:75])[CH2:66][CH2:67][CH:68]1[CH2:73][CH2:72][CH2:71][CH2:70][NH:69]1)[CH3:64]. Product: [Cl:1][C:2]1[CH:3]=[C:4]2[C:9](=[CH:10][C:11]=1[C:12]([N:69]1[CH2:70][CH2:71][CH2:72][CH2:73][CH:68]1[CH2:67][CH2:66][N:65]([CH2:63][CH3:64])[CH2:74][CH3:75])=[O:14])[N:8]=[CH:7][N:6]=[C:5]2[NH:15][CH:16]([C:18]1[NH:22][C:21]2[CH:23]=[CH:24][C:25]([Cl:27])=[CH:26][C:20]=2[N:19]=1)[CH3:17]. The catalyst class is: 16. (8) Reactant: [CH3:1][C:2]1([CH3:19])[C:6]([CH3:8])([CH3:7])[O:5][B:4]([C:9]2[CH:10]=[CH:11][C:12]([N+:16]([O-:18])=[O:17])=[C:13]([NH2:15])[CH:14]=2)[O:3]1.[C:20]([NH:23][C:24]1[CH:32]=[CH:31][C:27]([C:28](Cl)=[O:29])=[CH:26][CH:25]=1)(=[O:22])[CH3:21].C(NC1C=CC(C(O)=O)=CC=1)(=O)C. Product: [C:20]([NH:23][C:24]1[CH:32]=[CH:31][C:27]([C:28]([NH:15][C:13]2[CH:14]=[C:9]([B:4]3[O:3][C:2]([CH3:19])([CH3:1])[C:6]([CH3:7])([CH3:8])[O:5]3)[CH:10]=[CH:11][C:12]=2[N+:16]([O-:18])=[O:17])=[O:29])=[CH:26][CH:25]=1)(=[O:22])[CH3:21]. The catalyst class is: 537. (9) Reactant: [NH2:1][C:2]1[N:7]=[CH:6][N:5]=[C:4]2[N:8]([CH:12]3[CH2:17][CH2:16][CH:15]([N:18]4[CH2:23][CH2:22][NH:21][C:20](=[O:24])[CH2:19]4)[CH2:14][CH2:13]3)[N:9]=[C:10](I)[C:3]=12.[CH3:25][C:26]1[CH:27]=[C:28]([CH3:52])[C:29]2[O:33][C:32]([NH:34][C:35]3[CH:40]=[CH:39][C:38](B4OC(C)(C)C(C)(C)O4)=[CH:37][C:36]=3[F:50])=[N:31][C:30]=2[CH:51]=1.C(=O)([O-])[O-].[Na+].[Na+]. Product: [NH2:1][C:2]1[N:7]=[CH:6][N:5]=[C:4]2[N:8]([C@H:12]3[CH2:17][CH2:16][C@H:15]([N:18]4[CH2:23][CH2:22][NH:21][C:20](=[O:24])[CH2:19]4)[CH2:14][CH2:13]3)[N:9]=[C:10]([C:38]3[CH:39]=[CH:40][C:35]([NH:34][C:32]4[O:33][C:29]5[C:28]([CH3:52])=[CH:27][C:26]([CH3:25])=[CH:51][C:30]=5[N:31]=4)=[C:36]([F:50])[CH:37]=3)[C:3]=12. The catalyst class is: 18.